This data is from Reaction yield outcomes from USPTO patents with 853,638 reactions. The task is: Predict the reaction yield, written as a fraction of the theoretical maximum amount of product (1.0 means a 100% yield; for example, 0.34 means a 34% yield). (1) The reactants are O(S(C(F)(F)F)(=O)=O)S(C(F)(F)F)(=O)=O.[C:16]([NH:19][NH:20][C:21]([C@@H:23]1[CH2:29][CH2:28][C@@H:27]2[CH2:30][N:24]1[C:25](=[O:39])[N:26]2[O:31][CH2:32][C:33]1[CH:38]=[CH:37][CH:36]=[CH:35][CH:34]=1)=[O:22])(=O)[CH3:17].N1C=CC=CC=1. The catalyst is C(Cl)Cl. The product is [CH2:32]([O:31][N:26]1[C:25](=[O:39])[N:24]2[CH2:30][C@H:27]1[CH2:28][CH2:29][C@H:23]2[C:21]1[O:22][C:16]([CH3:17])=[N:19][N:20]=1)[C:33]1[CH:38]=[CH:37][CH:36]=[CH:35][CH:34]=1. The yield is 0.630. (2) The reactants are [CH3:1][N:2]([CH3:22])[C@@H:3]1[CH2:7][CH2:6][N:5]([CH2:8][C:9]2[CH:14]=[CH:13][C:12]([N+:15]([O-])=O)=[CH:11][C:10]=2[C:18]([F:21])([F:20])[F:19])[CH2:4]1. The catalyst is CCO.[Pd]. The product is [NH2:15][C:12]1[CH:13]=[CH:14][C:9]([CH2:8][N:5]2[CH2:6][CH2:7][C@@H:3]([N:2]([CH3:22])[CH3:1])[CH2:4]2)=[C:10]([C:18]([F:21])([F:19])[F:20])[CH:11]=1. The yield is 1.00.